Dataset: Forward reaction prediction with 1.9M reactions from USPTO patents (1976-2016). Task: Predict the product of the given reaction. (1) Given the reactants [F:1][C:2]1(F)[CH2:5][N:4]([CH:6]2[CH2:11][CH2:10][NH:9][CH2:8][CH2:7]2)[CH2:3]1.FC1CNC1, predict the reaction product. The product is: [F:1][CH:2]1[CH2:3][N:4]([CH:6]2[CH2:11][CH2:10][NH:9][CH2:8][CH2:7]2)[CH2:5]1. (2) The product is: [CH:33]1([CH2:38][C@H:15]([C:16]2[CH:17]=[CH:18][CH:19]=[CH:20][CH:21]=2)[C:14]([N:3]2[C@H:2]([CH3:1])[C@H:6]([C:7]3[CH:8]=[CH:9][CH:10]=[CH:11][CH:12]=3)[O:5][C:4]2=[O:13])=[O:22])[CH2:37][CH2:36][CH2:35][CH2:34]1. Given the reactants [CH3:1][C@@H:2]1[C@H:6]([C:7]2[CH:12]=[CH:11][CH:10]=[CH:9][CH:8]=2)[O:5][C:4](=[O:13])[N:3]1[C:14](=[O:22])[CH2:15][C:16]1[CH:21]=[CH:20][CH:19]=[CH:18][CH:17]=1.C[Si]([N-][Si](C)(C)C)(C)C.[Li+].[CH:33]1([CH2:38]OS(C(F)(F)F)(=O)=O)[CH2:37][CH2:36][CH2:35][CH2:34]1, predict the reaction product. (3) Given the reactants [CH3:1][S:2]([C:5]1[CH:10]=[CH:9][C:8]([N:11]2[CH:16]=[CH:15][C:14]([O:17][CH:18]3[CH2:23][CH2:22][N:21]([C:24]([O:26][C:27]4[CH:32]=[CH:31][C:30]([CH:33]=[C:34]([CH3:36])[CH3:35])=[CH:29][CH:28]=4)=[O:25])[CH2:20][CH2:19]3)=[CH:13][C:12]2=[O:37])=[CH:7][CH:6]=1)(=[O:4])=[O:3], predict the reaction product. The product is: [CH3:1][S:2]([C:5]1[CH:10]=[CH:9][C:8]([N:11]2[CH:16]=[CH:15][C:14]([O:17][CH:18]3[CH2:23][CH2:22][N:21]([C:24]([O:26][C:27]4[CH:28]=[CH:29][C:30]([CH2:33][CH:34]([CH3:35])[CH3:36])=[CH:31][CH:32]=4)=[O:25])[CH2:20][CH2:19]3)=[CH:13][C:12]2=[O:37])=[CH:7][CH:6]=1)(=[O:3])=[O:4]. (4) Given the reactants [CH3:1][C:2]1[CH:11]=[C:10]([O:12][C:13]2[CH:18]=[CH:17][C:16]([N+:19]([O-])=O)=[CH:15][CH:14]=2)[C:9]2[CH:8]=[C:7]3[O:22][CH2:23][O:24][C:6]3=[CH:5][C:4]=2[N:3]=1, predict the reaction product. The product is: [CH3:1][C:2]1[CH:11]=[C:10]([O:12][C:13]2[CH:14]=[CH:15][C:16]([NH2:19])=[CH:17][CH:18]=2)[C:9]2[CH:8]=[C:7]3[O:22][CH2:23][O:24][C:6]3=[CH:5][C:4]=2[N:3]=1. (5) The product is: [F:22][C:2]([F:1])([F:21])[C:3]1[CH:10]=[CH:9][C:8]([C:11]2[CH:16]=[N:15][C:14]([C:17]([F:19])([F:20])[F:18])=[N:13][CH:12]=2)=[CH:7][C:4]=1[CH2:5][NH2:6]. Given the reactants [F:1][C:2]([F:22])([F:21])[C:3]1[CH:10]=[CH:9][C:8]([C:11]2[CH:12]=[N:13][C:14]([C:17]([F:20])([F:19])[F:18])=[N:15][CH:16]=2)=[CH:7][C:4]=1[C:5]#[N:6].N, predict the reaction product.